This data is from Catalyst prediction with 721,799 reactions and 888 catalyst types from USPTO. The task is: Predict which catalyst facilitates the given reaction. (1) Reactant: O=[C:2]([CH3:24])[CH:3]([CH2:9][C:10]1[CH:15]=[CH:14][C:13]([CH2:16][O:17][CH:18]2[CH2:23][CH2:22][CH2:21][CH2:20][O:19]2)=[CH:12][CH:11]=1)[C:4](OCC)=[O:5].C(=O)(O)O.[NH2:29][C:30]([NH2:32])=[NH:31]. Product: [NH2:32][C:30]1[N:31]=[C:4]([OH:5])[C:3]([CH2:9][C:10]2[CH:15]=[CH:14][C:13]([CH2:16][O:17][CH:18]3[CH2:23][CH2:22][CH2:21][CH2:20][O:19]3)=[CH:12][CH:11]=2)=[C:2]([CH3:24])[N:29]=1. The catalyst class is: 14. (2) Reactant: C(=O)([O-])[O-].[K+].[K+].C(#N)C.Br[CH2:11][C:12]([NH:14][C:15]1[C:16]([S:24][CH3:25])=[N:17][C:18]([CH3:23])=[CH:19][C:20]=1[S:21][CH3:22])=[O:13].[SH:26][C:27]1[O:28][C:29]2[CH:35]=[CH:34][CH:33]=[CH:32][C:30]=2[N:31]=1. Product: [O:28]1[C:29]2[CH:35]=[CH:34][CH:33]=[CH:32][C:30]=2[N:31]=[C:27]1[S:26][CH2:11][C:12]([NH:14][C:15]1[C:16]([S:24][CH3:25])=[N:17][C:18]([CH3:23])=[CH:19][C:20]=1[S:21][CH3:22])=[O:13]. The catalyst class is: 6. (3) Reactant: Cl.[F:2][CH:3]1[CH2:7][CH2:6][NH:5][CH2:4]1.[H-].[Na+].[C:10]([C:12]1[CH:13]=[C:14]([C:19]2[O:23][N:22]=[C:21]([C:24]3[CH:41]=[CH:40][C:27]4[CH2:28][CH2:29][N:30]([C:33]([O:35][C:36]([CH3:39])([CH3:38])[CH3:37])=[O:34])[CH2:31][CH2:32][C:26]=4[CH:25]=3)[N:20]=2)[CH:15]=[CH:16][C:17]=1F)#[N:11]. Product: [C:10]([C:12]1[CH:13]=[C:14]([C:19]2[O:23][N:22]=[C:21]([C:24]3[CH:41]=[CH:40][C:27]4[CH2:28][CH2:29][N:30]([C:33]([O:35][C:36]([CH3:37])([CH3:38])[CH3:39])=[O:34])[CH2:31][CH2:32][C:26]=4[CH:25]=3)[N:20]=2)[CH:15]=[CH:16][C:17]=1[N:5]1[CH2:6][CH2:7][CH:3]([F:2])[CH2:4]1)#[N:11]. The catalyst class is: 3.